This data is from Human liver microsome stability data. The task is: Regression/Classification. Given a drug SMILES string, predict its absorption, distribution, metabolism, or excretion properties. Task type varies by dataset: regression for continuous measurements (e.g., permeability, clearance, half-life) or binary classification for categorical outcomes (e.g., BBB penetration, CYP inhibition). Dataset: hlm. (1) The molecule is CS(=O)(=O)c1ccc(C(=O)NCCC(c2ccc(F)cc2)c2ccc(F)cc2)cc1. The result is 0 (unstable in human liver microsomes). (2) The drug is COc1cc(-c2cncc(-c3ccc(C4CCN(C)CC4)cc3)c2C)cc(OC)c1OC. The result is 0 (unstable in human liver microsomes). (3) The compound is COc1ccc(CCC(=O)N2CCOCC2)cc1. The result is 0 (unstable in human liver microsomes).